This data is from Peptide-MHC class II binding affinity with 134,281 pairs from IEDB. The task is: Regression. Given a peptide amino acid sequence and an MHC pseudo amino acid sequence, predict their binding affinity value. This is MHC class II binding data. (1) The peptide sequence is AKPDGKTDCTKEVEE. The binding affinity (normalized) is 0.0585. The MHC is HLA-DQA10501-DQB10301 with pseudo-sequence HLA-DQA10501-DQB10301. (2) The peptide sequence is LKAMTADQEVPEKPDS. The MHC is DRB1_1501 with pseudo-sequence DRB1_1501. The binding affinity (normalized) is 0. (3) The peptide sequence is TLWQRPLVTIKIGGQLTEAL. The MHC is DRB1_1101 with pseudo-sequence DRB1_1101. The binding affinity (normalized) is 0.260. (4) The binding affinity (normalized) is 0.606. The peptide sequence is LRLSSLMPCQAPRKS. The MHC is DRB1_0801 with pseudo-sequence DRB1_0801. (5) The MHC is H-2-IAd with pseudo-sequence YTYHLILGGQAEHILVFGLTYYDIRTETAHGPST. The peptide sequence is FARVAAALAVECEVD. The binding affinity (normalized) is 0.385. (6) The peptide sequence is TFWMGSHEVNGTWMI. The MHC is HLA-DQA10501-DQB10402 with pseudo-sequence HLA-DQA10501-DQB10402. The binding affinity (normalized) is 0.427. (7) The peptide sequence is KTKEGVLYVGSKTKE. The MHC is DRB1_0401 with pseudo-sequence DRB1_0401. The binding affinity (normalized) is 0.210.